Dataset: Full USPTO retrosynthesis dataset with 1.9M reactions from patents (1976-2016). Task: Predict the reactants needed to synthesize the given product. The reactants are: [CH:1]([O:4][S:5]([CH:8]=[CH2:9])(=[O:7])=[O:6])([CH3:3])[CH3:2].[CH:10]([Si:13]([CH:22]([CH3:24])[CH3:23])([CH:19]([CH3:21])[CH3:20])[O:14][CH2:15][CH2:16][CH2:17][NH2:18])([CH3:12])[CH3:11]. Given the product [CH:1]([O:4][S:5](=[O:7])(=[O:6])[CH2:8][CH2:9][NH:18][CH2:17][CH2:16][CH2:15][O:14][Si:13]([CH:22]([CH3:24])[CH3:23])([CH:10]([CH3:12])[CH3:11])[CH:19]([CH3:21])[CH3:20])([CH3:3])[CH3:2], predict the reactants needed to synthesize it.